This data is from Full USPTO retrosynthesis dataset with 1.9M reactions from patents (1976-2016). The task is: Predict the reactants needed to synthesize the given product. Given the product [CH3:1][C:2]([CH3:19])([CH3:18])[C@@H:3]([C:14]([OH:16])=[O:15])[NH:4][C:5]([N:7]([CH3:13])[CH2:8][CH2:9][CH2:10][CH:11]=[CH2:12])=[O:6], predict the reactants needed to synthesize it. The reactants are: [CH3:1][C:2]([CH3:19])([CH3:18])[C@@H:3]([C:14]([O:16]C)=[O:15])[NH:4][C:5]([N:7]([CH3:13])[CH2:8][CH2:9][CH2:10][CH:11]=[CH2:12])=[O:6].[OH-].[Li+].